This data is from Full USPTO retrosynthesis dataset with 1.9M reactions from patents (1976-2016). The task is: Predict the reactants needed to synthesize the given product. (1) Given the product [ClH:28].[Cl:28][C:25]1[CH:26]=[CH:27][C:22]([NH:21][C:19](=[O:20])[NH:18][C:15]2[CH:14]=[CH:13][C:12]([N:7]3[CH:6]=[N:5][C:4]4[C:8]3=[N:9][CH:10]=[N:11][C:3]=4[NH:2][C:42]([C@@H:41]3[CH2:45][CH2:46][CH2:47][NH:40]3)=[O:43])=[CH:17][CH:16]=2)=[CH:23][C:24]=1[C:29]([F:31])([F:32])[F:30], predict the reactants needed to synthesize it. The reactants are: Cl.[NH2:2][C:3]1[N:11]=[CH:10][N:9]=[C:8]2[C:4]=1[N:5]=[CH:6][N:7]2[C:12]1[CH:17]=[CH:16][C:15]([NH:18][C:19]([NH:21][C:22]2[CH:27]=[CH:26][C:25]([Cl:28])=[C:24]([C:29]([F:32])([F:31])[F:30])[CH:23]=2)=[O:20])=[CH:14][CH:13]=1.C(OC([N:40]1[CH2:47][CH2:46][CH2:45][C@H:41]1[C:42](O)=[O:43])=O)(C)(C)C. (2) Given the product [Cl:25][C:26]1[CH:35]=[CH:34][C:29](/[CH:30]=[CH:31]/[C@H:32]2[O:21][CH2:20][C@H:19]([S:18][C@H:16]([CH3:17])[C@:9]([C:3]3[CH:4]=[CH:5][C:6]([F:8])=[CH:7][C:2]=3[F:1])([OH:24])[CH2:10][N:11]3[CH:15]=[N:14][CH:13]=[N:12]3)[CH2:22][O:23]2)=[CH:28][CH:27]=1, predict the reactants needed to synthesize it. The reactants are: [F:1][C:2]1[CH:7]=[C:6]([F:8])[CH:5]=[CH:4][C:3]=1[C@:9]([OH:24])([C@H:16]([S:18][CH:19]([CH2:22][OH:23])[CH2:20][OH:21])[CH3:17])[CH2:10][N:11]1[CH:15]=[N:14][CH:13]=[N:12]1.[Cl:25][C:26]1[CH:35]=[CH:34][C:29](/[CH:30]=[CH:31]/[CH:32]=O)=[CH:28][CH:27]=1.O.C1(C)C=CC(S(O)(=O)=O)=CC=1.C(=O)([O-])O.[Na+]. (3) Given the product [CH2:17]([NH:5][CH2:4][C:3]([O:2][CH3:1])=[O:6])[CH2:18][CH2:19][CH2:20][CH2:21][CH2:22][CH2:23][CH3:24], predict the reactants needed to synthesize it. The reactants are: [CH3:1][O:2][C:3](=[O:6])[CH2:4][NH2:5].CCN(C(C)C)C(C)C.Br[CH2:17][CH2:18][CH2:19][CH2:20][CH2:21][CH2:22][CH2:23][CH3:24].S([O-])([O-])(=O)=O.[Mg+2]. (4) Given the product [N:60]1[C:59]2[C:54](=[N:55][CH:56]=[CH:57][CH:58]=2)[S:53][C:52]=1[NH:31][C@H:32]1[CH2:36][CH2:35][CH2:34][C@@H:33]1[NH:37][C:38](=[O:50])[C:39]1[CH:44]=[CH:43][CH:42]=[CH:41][C:40]=1[N:45]1[N:46]=[CH:47][CH:48]=[N:49]1, predict the reactants needed to synthesize it. The reactants are: O1C2C=CC=CC=2N=C1N[C@H]1CCC[C@@H]1NC(=O)C1C=CC=CC=1N1N=CC=N1.Cl.[NH2:31][C@H:32]1[CH2:36][CH2:35][CH2:34][C@@H:33]1[NH:37][C:38](=[O:50])[C:39]1[CH:44]=[CH:43][CH:42]=[CH:41][C:40]=1[N:45]1[N:49]=[CH:48][CH:47]=[N:46]1.Cl[C:52]1[S:53][C:54]2[C:59]([N:60]=1)=[CH:58][CH:57]=[CH:56][N:55]=2. (5) Given the product [CH2:6]([NH:13][C:14]([NH:16][C@H:17]1[CH2:25][C@H:24]2[C@:20]([C:26]3[CH:31]=[CH:30][C:29]([O:32][CH3:33])=[C:28]([O:34][CH3:35])[CH:27]=3)([CH2:21][CH2:22][N:23]2[CH2:36][CH2:37][CH2:38][CH2:39][CH3:40])[CH2:19][CH2:18]1)=[S:15])[C:7]1[CH:12]=[CH:11][CH:10]=[CH:9][CH:8]=1, predict the reactants needed to synthesize it. The reactants are: N1CCCC1.[CH2:6]([NH:13][C:14]([NH:16][C@H:17]1[CH2:25][C@H:24]2[C@:20]([C:26]3[CH:31]=[CH:30][C:29]([O:32][CH3:33])=[C:28]([O:34][CH3:35])[CH:27]=3)([CH2:21][CH2:22][NH:23]2)[CH2:19][CH2:18]1)=[S:15])[C:7]1[CH:12]=[CH:11][CH:10]=[CH:9][CH:8]=1.[CH:36](=O)[CH2:37][CH2:38][CH2:39][CH3:40].